This data is from NCI-60 drug combinations with 297,098 pairs across 59 cell lines. The task is: Regression. Given two drug SMILES strings and cell line genomic features, predict the synergy score measuring deviation from expected non-interaction effect. (1) Drug 1: CC1=C(C(CCC1)(C)C)C=CC(=CC=CC(=CC(=O)O)C)C. Synergy scores: CSS=9.74, Synergy_ZIP=19.9, Synergy_Bliss=16.9, Synergy_Loewe=8.15, Synergy_HSA=3.48. Drug 2: CC1=C2C(C(=O)C3(C(CC4C(C3C(C(C2(C)C)(CC1OC(=O)C(C(C5=CC=CC=C5)NC(=O)OC(C)(C)C)O)O)OC(=O)C6=CC=CC=C6)(CO4)OC(=O)C)O)C)O. Cell line: TK-10. (2) Drug 1: C1CNP(=O)(OC1)N(CCCl)CCCl. Drug 2: CC1C(C(CC(O1)OC2CC(CC3=C2C(=C4C(=C3O)C(=O)C5=CC=CC=C5C4=O)O)(C(=O)C)O)N)O. Cell line: A498. Synergy scores: CSS=70.7, Synergy_ZIP=5.09, Synergy_Bliss=7.58, Synergy_Loewe=-55.7, Synergy_HSA=5.82. (3) Drug 1: CC1=C2C(C(=O)C3(C(CC4C(C3C(C(C2(C)C)(CC1OC(=O)C(C(C5=CC=CC=C5)NC(=O)OC(C)(C)C)O)O)OC(=O)C6=CC=CC=C6)(CO4)OC(=O)C)OC)C)OC. Drug 2: COCCOC1=C(C=C2C(=C1)C(=NC=N2)NC3=CC=CC(=C3)C#C)OCCOC.Cl. Cell line: CCRF-CEM. Synergy scores: CSS=49.4, Synergy_ZIP=5.73, Synergy_Bliss=3.03, Synergy_Loewe=-20.2, Synergy_HSA=3.29. (4) Drug 1: C#CCC(CC1=CN=C2C(=N1)C(=NC(=N2)N)N)C3=CC=C(C=C3)C(=O)NC(CCC(=O)O)C(=O)O. Drug 2: CS(=O)(=O)OCCCCOS(=O)(=O)C. Cell line: M14. Synergy scores: CSS=11.5, Synergy_ZIP=-3.19, Synergy_Bliss=1.93, Synergy_Loewe=-15.4, Synergy_HSA=-1.09. (5) Cell line: SNB-19. Drug 2: C1=NC2=C(N=C(N=C2N1C3C(C(C(O3)CO)O)O)F)N. Drug 1: CC1=CC=C(C=C1)C2=CC(=NN2C3=CC=C(C=C3)S(=O)(=O)N)C(F)(F)F. Synergy scores: CSS=6.91, Synergy_ZIP=-3.64, Synergy_Bliss=2.29, Synergy_Loewe=-10.8, Synergy_HSA=-0.0222.